From a dataset of NCI-60 drug combinations with 297,098 pairs across 59 cell lines. Regression. Given two drug SMILES strings and cell line genomic features, predict the synergy score measuring deviation from expected non-interaction effect. Drug 1: CCC1=CC2CC(C3=C(CN(C2)C1)C4=CC=CC=C4N3)(C5=C(C=C6C(=C5)C78CCN9C7C(C=CC9)(C(C(C8N6C)(C(=O)OC)O)OC(=O)C)CC)OC)C(=O)OC.C(C(C(=O)O)O)(C(=O)O)O. Drug 2: CC12CCC3C(C1CCC2OP(=O)(O)O)CCC4=C3C=CC(=C4)OC(=O)N(CCCl)CCCl.[Na+]. Cell line: CCRF-CEM. Synergy scores: CSS=49.8, Synergy_ZIP=-1.92, Synergy_Bliss=-2.27, Synergy_Loewe=-20.5, Synergy_HSA=-1.01.